Dataset: Catalyst prediction with 721,799 reactions and 888 catalyst types from USPTO. Task: Predict which catalyst facilitates the given reaction. (1) Reactant: [CH3:1][C:2]1([CH3:14])[C:6]([CH3:8])([CH3:7])[O:5][B:4]([C:9]2[CH:10]=[N:11][NH:12][CH:13]=2)[O:3]1.[C:15]([CH:17]=[C:18]1[CH2:21][N:20]([C:22]2[C:36]([F:37])=[CH:35][C:25]([C:26]([NH:28][C@@H:29]([CH3:34])[C:30]([F:33])([F:32])[F:31])=[O:27])=[C:24]([F:38])[CH:23]=2)[CH2:19]1)#[N:16].N12CCCN=C1CCCCC2. Product: [C:15]([CH2:17][C:18]1([N:12]2[CH:13]=[C:9]([B:4]3[O:5][C:6]([CH3:7])([CH3:8])[C:2]([CH3:14])([CH3:1])[O:3]3)[CH:10]=[N:11]2)[CH2:21][N:20]([C:22]2[C:36]([F:37])=[CH:35][C:25]([C:26]([NH:28][C@@H:29]([CH3:34])[C:30]([F:33])([F:31])[F:32])=[O:27])=[C:24]([F:38])[CH:23]=2)[CH2:19]1)#[N:16]. The catalyst class is: 10. (2) Reactant: [Cl:1][C:2]1[CH:15]=[CH:14][C:5]([O:6][C:7]2[CH:8]=[N:9][C:10]([NH2:13])=[N:11][CH:12]=2)=[CH:4][CH:3]=1.C[Al](C)C.C1(C)C=CC=CC=1.C[O:28][C:29](=O)[CH:30]([NH:34][C:35](=[O:45])[CH2:36][C:37]1[CH:42]=[C:41]([F:43])[CH:40]=[C:39]([F:44])[CH:38]=1)[CH2:31][CH2:32][CH3:33]. Product: [Cl:1][C:2]1[CH:15]=[CH:14][C:5]([O:6][C:7]2[CH:12]=[N:11][C:10]([NH:13][C:29](=[O:28])[CH:30]([NH:34][C:35](=[O:45])[CH2:36][C:37]3[CH:38]=[C:39]([F:44])[CH:40]=[C:41]([F:43])[CH:42]=3)[CH2:31][CH2:32][CH3:33])=[N:9][CH:8]=2)=[CH:4][CH:3]=1. The catalyst class is: 2. (3) Reactant: [F:1][C:2]([F:18])([F:17])[C:3]1[CH:16]=[CH:15][C:6]([C:7]([NH:9][CH:10]([CH3:14])[C:11]([OH:13])=O)=O)=[CH:5][CH:4]=1.[C:19](Cl)(=[O:23])C(Cl)=O.C(N(CC)CC)C.Cl.[CH3:33][NH:34][O:35][CH3:36].Cl. Product: [CH3:36][O:35][N:34]([CH3:33])[C:19]([C:11]1[O:13][C:7]([C:6]2[CH:5]=[CH:4][C:3]([C:2]([F:1])([F:17])[F:18])=[CH:16][CH:15]=2)=[N:9][C:10]=1[CH3:14])=[O:23]. The catalyst class is: 39. (4) Reactant: [Cl:1][C:2]1[CH:7]=[CH:6][C:5]([NH:8][C:9]2[C:14]([C:15](=[O:17])[CH3:16])=[CH:13][CH:12]=[CH:11][N:10]=2)=[CH:4][CH:3]=1.[CH3:18][O:19][C:20]1[CH:21]=[C:22]([CH:25]=[C:26]([O:30][CH3:31])[C:27]=1[O:28][CH3:29])[CH:23]=O.Cl. Product: [Cl:1][C:2]1[CH:7]=[CH:6][C:5]([NH:8][C:9]2[C:14]([C:15](=[O:17])/[CH:16]=[CH:23]/[C:22]3[CH:25]=[C:26]([O:30][CH3:31])[C:27]([O:28][CH3:29])=[C:20]([O:19][CH3:18])[CH:21]=3)=[CH:13][CH:12]=[CH:11][N:10]=2)=[CH:4][CH:3]=1. The catalyst class is: 5. (5) Reactant: [C:1](Cl)(=O)[C:2]([Cl:4])=[O:3].[Cl:7][C:8]1[CH:30]=[CH:29][C:11]([C:12]([N:14]2[C:22]3[C:17](=[CH:18][C:19]([O:23][CH3:24])=[CH:20][CH:21]=3)[C:16](CC(O)=O)=[CH:15]2)=[O:13])=[CH:10][CH:9]=1. Product: [Cl:7][C:8]1[CH:30]=[CH:29][C:11]([C:12]([N:14]2[C:22]3[C:17](=[CH:18][C:19]([O:23][CH3:24])=[CH:20][CH:21]=3)[C:16]([CH2:1][C:2]([Cl:4])=[O:3])=[CH:15]2)=[O:13])=[CH:10][CH:9]=1. The catalyst class is: 2. (6) Reactant: [F:1][CH:2]([F:10])[CH2:3][CH2:4][CH2:5][C:6]([O:8]C)=[O:7].[OH-].[K+]. Product: [F:1][CH:2]([F:10])[CH2:3][CH2:4][CH2:5][C:6]([OH:8])=[O:7]. The catalyst class is: 24.